Dataset: Full USPTO retrosynthesis dataset with 1.9M reactions from patents (1976-2016). Task: Predict the reactants needed to synthesize the given product. (1) Given the product [CH2:28]([O:27][CH2:26][C:13]([CH2:12][O:11][CH2:1][CH2:2][CH2:3][CH2:4][CH2:5][CH2:6][CH2:7][CH2:8][CH2:9][CH3:10])([CH2:20][CH2:21][N:23]([CH3:24])[CH3:25])[CH2:14][CH2:15][N:17]([CH3:19])[CH3:18])[CH2:29][CH2:30][CH2:31][CH2:32][CH2:33][CH2:34][CH2:35][CH2:36][CH3:37], predict the reactants needed to synthesize it. The reactants are: [CH2:1]([O:11][CH2:12][C:13]([CH2:26][O:27][CH2:28][CH2:29][CH2:30][CH2:31][CH2:32][CH2:33][CH2:34][CH2:35][CH2:36][CH3:37])([CH2:20][C:21]([N:23]([CH3:25])[CH3:24])=O)[CH2:14][C:15]([N:17]([CH3:19])[CH3:18])=O)[CH2:2][CH2:3][CH2:4][CH2:5][CH2:6][CH2:7][CH2:8][CH2:9][CH3:10].[H-].[H-].[H-].[H-].[Li+].[Al+3]. (2) Given the product [CH3:1][C:2]1[CH:7]=[CH:6][C:5]([S:8]([O:11][CH2:12][CH:13]2[CH2:17][C:16]3[CH:18]=[CH:19][CH:20]=[C:21](/[CH:28]=[CH:27]/[C:23]([CH3:26])([CH3:25])[CH3:24])[C:15]=3[O:14]2)(=[O:10])=[O:9])=[CH:4][CH:3]=1, predict the reactants needed to synthesize it. The reactants are: [CH3:1][C:2]1[CH:7]=[CH:6][C:5]([S:8]([O:11][CH2:12][CH:13]2[CH2:17][C:16]3[CH:18]=[CH:19][CH:20]=[C:21](Br)[C:15]=3[O:14]2)(=[O:10])=[O:9])=[CH:4][CH:3]=1.[C:23](/[CH:27]=[CH:28]/B(O)O)([CH3:26])([CH3:25])[CH3:24].C(=O)([O-])[O-].[K+].[K+]. (3) Given the product [F:1][C:2]1[CH:3]=[C:4]([NH:5][C:24](=[O:25])[O:26][C:27]2[CH:32]=[CH:31][CH:30]=[CH:29][CH:28]=2)[CH:6]=[CH:7][C:8]=1[B:9]1[O:13][C:12]([CH3:15])([CH3:14])[C:11]([CH3:17])([CH3:16])[O:10]1, predict the reactants needed to synthesize it. The reactants are: [F:1][C:2]1[CH:3]=[C:4]([CH:6]=[CH:7][C:8]=1[B:9]1[O:13][C:12]([CH3:15])([CH3:14])[C:11]([CH3:17])([CH3:16])[O:10]1)[NH2:5].C([O-])(O)=O.[Na+].Cl[C:24]([O:26][C:27]1[CH:32]=[CH:31][CH:30]=[CH:29][CH:28]=1)=[O:25].